Predict the product of the given reaction. From a dataset of Forward reaction prediction with 1.9M reactions from USPTO patents (1976-2016). (1) The product is: [F:1][C:2]1[CH:7]=[CH:6][C:5]([O:8][C:9](=[O:33])[N:10]([C@@H:12]2[C@@H:16]([C:17]3[CH:22]=[CH:21][C:20]([Cl:23])=[C:19]([Cl:24])[CH:18]=3)[CH2:15][N:14]([C:25]([CH:27]3[CH2:32][CH2:31][N:30]([C:40]([CH:37]4[CH2:38][CH2:39][O:34][CH2:35][CH2:36]4)=[O:41])[CH2:29][CH2:28]3)=[O:26])[CH2:13]2)[CH3:11])=[CH:4][CH:3]=1. Given the reactants [F:1][C:2]1[CH:7]=[CH:6][C:5]([O:8][C:9](=[O:33])[N:10]([C@@H:12]2[C@@H:16]([C:17]3[CH:22]=[CH:21][C:20]([Cl:23])=[C:19]([Cl:24])[CH:18]=3)[CH2:15][N:14]([C:25]([CH:27]3[CH2:32][CH2:31][NH:30][CH2:29][CH2:28]3)=[O:26])[CH2:13]2)[CH3:11])=[CH:4][CH:3]=1.[O:34]1[CH2:39][CH2:38][CH:37]([C:40](Cl)=[O:41])[CH2:36][CH2:35]1, predict the reaction product. (2) Given the reactants [CH:1]1[C:14]2[C:5](=[CH:6][C:7]3[C:12]([C:13]=2[C:15]([N:17]2[CH2:22][CH2:21][CH:20]([N:23]4[CH2:34][CH2:33][CH2:32][C:25]5([N:29]=[C:28]([CH3:30])[NH:27][C:26]5=[O:31])[CH2:24]4)[CH2:19][CH2:18]2)=[O:16])=[CH:11][CH:10]=[CH:9][CH:8]=3)[CH:4]=[CH:3][CH:2]=1.I[CH2:36][CH3:37], predict the reaction product. The product is: [CH:11]1[C:12]2[C:7](=[CH:6][C:5]3[C:14]([C:13]=2[C:15]([N:17]2[CH2:18][CH2:19][CH:20]([N:23]4[CH2:34][CH2:33][CH2:32][C:25]5([N:29]=[C:28]([CH3:30])[N:27]([CH2:36][CH3:37])[C:26]5=[O:31])[CH2:24]4)[CH2:21][CH2:22]2)=[O:16])=[CH:1][CH:2]=[CH:3][CH:4]=3)[CH:8]=[CH:9][CH:10]=1.